From a dataset of Catalyst prediction with 721,799 reactions and 888 catalyst types from USPTO. Predict which catalyst facilitates the given reaction. (1) Reactant: [CH2:1]([O:3][CH2:4][C:5]1[N:6]([CH2:18][C:19]2([OH:32])[CH2:24][CH2:23][N:22](C(OC(C)(C)C)=O)[CH2:21][CH2:20]2)[C:7]2[C:16]3[CH:15]=[CH:14][CH:13]=[CH:12][C:11]=3[N:10]=[CH:9][C:8]=2[N:17]=1)[CH3:2].Cl. Product: [CH2:1]([O:3][CH2:4][C:5]1[N:6]([CH2:18][C:19]2([OH:32])[CH2:24][CH2:23][NH:22][CH2:21][CH2:20]2)[C:7]2[C:16]3[CH:15]=[CH:14][CH:13]=[CH:12][C:11]=3[N:10]=[CH:9][C:8]=2[N:17]=1)[CH3:2]. The catalyst class is: 8. (2) Reactant: [NH:1]1[C:9]2[C:4](=[C:5]([CH2:10][CH2:11][CH2:12][NH:13][C:14]3[N:19]=[C:18]([CH3:20])[C:17]([C:21]([NH:23][C@@H:24]([CH2:28][NH:29][C:30]([C:32]4[S:33][CH:34]=[CH:35][CH:36]=4)=[O:31])[C:25]([OH:27])=[O:26])=[O:22])=[C:16]([CH3:37])[N:15]=3)[CH:6]=[CH:7][CH:8]=2)[CH:3]=[N:2]1.Cl[CH2:39][CH2:40][CH2:41][N:42]1[CH2:47][CH2:46][O:45][CH2:44][CH2:43]1.[I-].[Na+].C(N(CC)CC)C. Product: [N:42]1([CH2:41][CH2:40][CH2:39][O:26][C:25](=[O:27])[C@@H:24]([NH:23][C:21]([C:17]2[C:16]([CH3:37])=[N:15][C:14]([NH:13][CH2:12][CH2:11][CH2:10][C:5]3[CH:6]=[CH:7][CH:8]=[C:9]4[C:4]=3[CH:3]=[N:2][NH:1]4)=[N:19][C:18]=2[CH3:20])=[O:22])[CH2:28][NH:29][C:30]([C:32]2[S:33][CH:34]=[CH:35][CH:36]=2)=[O:31])[CH2:47][CH2:46][O:45][CH2:44][CH2:43]1. The catalyst class is: 31. (3) Reactant: [N:1]([CH2:4][CH2:5][O:6][CH2:7][CH2:8][O:9][CH2:10][CH:11]([OH:22])[CH2:12][O:13][CH2:14][CH2:15][O:16][CH2:17][CH2:18][N:19]=[N+:20]=[N-:21])=[N+:2]=[N-:3].Br[CH2:24][C:25]([OH:27])=[O:26]. Product: [N:19]([CH2:18][CH2:17][O:16][CH2:15][CH2:14][O:13][CH2:12][CH:11]([O:22][CH2:24][C:25]([OH:27])=[O:26])[CH2:10][O:9][CH2:8][CH2:7][O:6][CH2:5][CH2:4][N:1]=[N+:2]=[N-:3])=[N+:20]=[N-:21]. The catalyst class is: 1. (4) Reactant: [N:1]([CH2:4][C:5]1[CH:6]=[C:7]([CH:17]=[CH:18][CH:19]=1)[O:8][CH2:9][C:10]([O:12][C:13]([CH3:16])([CH3:15])[CH3:14])=[O:11])=[N+]=[N-].C1COCC1.C1(P(C2C=CC=CC=2)C2C=CC=CC=2)C=CC=CC=1. Product: [C:13]([O:12][C:10](=[O:11])[CH2:9][O:8][C:7]1[CH:17]=[CH:18][CH:19]=[C:5]([CH2:4][NH2:1])[CH:6]=1)([CH3:16])([CH3:14])[CH3:15]. The catalyst class is: 6. (5) Reactant: [NH2:1][C:2]1[S:6][C:5]([C:7]2[CH:12]=[CH:11][C:10]([C:13]([OH:16])([CH3:15])[CH3:14])=[CH:9][CH:8]=2)=[N:4][C:3]=1[C:17]([NH2:19])=[O:18].Br[C:21]1[CH:26]=[CH:25][C:24]([S:27]([CH3:30])(=[O:29])=[O:28])=[CH:23][N:22]=1.CC(C1C=C(C(C)C)C(C2C=CC=CC=2P(C2CCCCC2)C2CCCCC2)=C(C(C)C)C=1)C.C(=O)([O-])[O-].[K+].[K+].C(O)(CC)(C)C. Product: [OH:16][C:13]([C:10]1[CH:9]=[CH:8][C:7]([C:5]2[S:6][C:2]([NH:1][C:21]3[CH:26]=[CH:25][C:24]([S:27]([CH3:30])(=[O:29])=[O:28])=[CH:23][N:22]=3)=[C:3]([C:17]([NH2:19])=[O:18])[N:4]=2)=[CH:12][CH:11]=1)([CH3:15])[CH3:14]. The catalyst class is: 110. (6) Reactant: [Br:1][C:2]1[CH:9]=[CH:8][C:5]([CH:6]=[O:7])=[CH:4][CH:3]=1.[Cl:10][C:11]1[CH:16]=[CH:15][C:14]([Mg]Br)=[CH:13][CH:12]=1.[Cl-].[NH4+].C(OCC)(=O)C. Product: [Br:1][C:2]1[CH:9]=[CH:8][C:5]([CH:6]([C:14]2[CH:15]=[CH:16][C:11]([Cl:10])=[CH:12][CH:13]=2)[OH:7])=[CH:4][CH:3]=1. The catalyst class is: 1. (7) Product: [ClH:36].[F:1][C:2]1[CH:3]=[CH:4][C:5]([C:32]([F:35])([F:33])[F:34])=[C:6]([CH:8]2[CH2:13][CH2:12][N:11]([C:14]([C:16]3[C:20]4[CH2:21][NH:22][CH2:23][CH2:24][C:19]=4[NH:18][N:17]=3)=[O:15])[CH2:10][CH2:9]2)[CH:7]=1. The catalyst class is: 158. Reactant: [F:1][C:2]1[CH:3]=[CH:4][C:5]([C:32]([F:35])([F:34])[F:33])=[C:6]([CH:8]2[CH2:13][CH2:12][N:11]([C:14]([C:16]3[C:20]4[CH2:21][N:22](C(OC(C)(C)C)=O)[CH2:23][CH2:24][C:19]=4[NH:18][N:17]=3)=[O:15])[CH2:10][CH2:9]2)[CH:7]=1.[ClH:36].